Task: Regression. Given a peptide amino acid sequence and an MHC pseudo amino acid sequence, predict their binding affinity value. This is MHC class II binding data.. Dataset: Peptide-MHC class II binding affinity with 134,281 pairs from IEDB (1) The peptide sequence is YEEFCDAVYENDKLK. The MHC is DRB3_0101 with pseudo-sequence DRB3_0101. The binding affinity (normalized) is 0.398. (2) The peptide sequence is KKITKVIMGAVLIWVGI. The MHC is HLA-DQA10103-DQB10603 with pseudo-sequence HLA-DQA10103-DQB10603. The binding affinity (normalized) is 0. (3) The peptide sequence is ASEAPPTSHRRASRQ. The MHC is HLA-DQA10401-DQB10402 with pseudo-sequence HLA-DQA10401-DQB10402. The binding affinity (normalized) is 0.201. (4) The peptide sequence is ELSAQYAEAASEVEE. The MHC is DRB1_0701 with pseudo-sequence DRB1_0701. The binding affinity (normalized) is 0.103. (5) The peptide sequence is VDRQWAQDLTLPWQS. The MHC is DRB5_0101 with pseudo-sequence DRB5_0101. The binding affinity (normalized) is 0.284.